This data is from TCR-epitope binding with 47,182 pairs between 192 epitopes and 23,139 TCRs. The task is: Binary Classification. Given a T-cell receptor sequence (or CDR3 region) and an epitope sequence, predict whether binding occurs between them. The epitope is AVFDRKSDAK. The TCR CDR3 sequence is CASSLWAGGEYTEAFF. Result: 1 (the TCR binds to the epitope).